This data is from Forward reaction prediction with 1.9M reactions from USPTO patents (1976-2016). The task is: Predict the product of the given reaction. (1) Given the reactants [F:1][B-](F)(F)F.[OH:6][C:7]1[CH:8]=[C:9]2[C:14](=[CH:15][CH:16]=1)[C:13]([N+]#N)=[CH:12][CH:11]=[CH:10]2, predict the reaction product. The product is: [F:1][C:13]1[CH:12]=[CH:11][CH:10]=[C:9]2[C:14]=1[CH:15]=[CH:16][C:7]([OH:6])=[CH:8]2. (2) Given the reactants [I:1][C:2]1[CH:3]=[N:4][N:5]([CH:7]2[CH2:12][CH2:11][C:10](=O)[CH2:9][CH2:8]2)[CH:6]=1.[NH:14]1[CH2:17][CH:16]([NH:18][C:19]([CH2:21][NH:22][C:23](=[O:34])[C:24]2[CH:29]=[CH:28][CH:27]=[C:26]([C:30]([F:33])([F:32])[F:31])[CH:25]=2)=[O:20])[CH2:15]1, predict the reaction product. The product is: [I:1][C:2]1[CH:3]=[N:4][N:5]([CH:7]2[CH2:12][CH2:11][CH:10]([N:14]3[CH2:17][CH:16]([NH:18][C:19]([CH2:21][NH:22][C:23](=[O:34])[C:24]4[CH:29]=[CH:28][CH:27]=[C:26]([C:30]([F:33])([F:31])[F:32])[CH:25]=4)=[O:20])[CH2:15]3)[CH2:9][CH2:8]2)[CH:6]=1. (3) Given the reactants [CH:1]([CH:3]=[CH2:4])=[O:2].[CH:5]1[CH2:9][CH:8]=[CH:7][CH:6]=1, predict the reaction product. The product is: [CH:6]12[CH2:5][CH:9]([CH:3]([CH:1]=[O:2])[CH2:4]1)[CH:8]=[CH:7]2. (4) Given the reactants [CH3:1][S-:2].[Na+].Cl[CH2:5][C@@H:6]([NH:16][C:17](=[O:19])[CH3:18])[CH2:7][C:8]1[CH:13]=[CH:12][C:11]([O:14][CH3:15])=[CH:10][CH:9]=1, predict the reaction product. The product is: [CH3:15][O:14][C:11]1[CH:12]=[CH:13][C:8]([CH2:7][C@H:6]([NH:16][C:17](=[O:19])[CH3:18])[CH2:5][S:2][CH3:1])=[CH:9][CH:10]=1. (5) Given the reactants C[O:2][C:3]([C:5]1[S:6][CH:7]=[C:8]([CH2:10][CH2:11][CH2:12][C:13]2[C:21]3[C:20]([NH2:22])=[N:19][C:18]([NH2:23])=[N:17][C:16]=3[O:15][CH:14]=2)[CH:9]=1)=[O:4].[OH-].[Na+].C(Cl)(Cl)Cl.CO, predict the reaction product. The product is: [NH2:23][C:18]1[N:19]=[C:20]([NH2:22])[C:21]2[C:13]([CH2:12][CH2:11][CH2:10][C:8]3[CH:9]=[C:5]([C:3]([OH:4])=[O:2])[S:6][CH:7]=3)=[CH:14][O:15][C:16]=2[N:17]=1. (6) Given the reactants [Cl:1][C:2]1[CH:7]=[CH:6][C:5]([CH:8]([C:27]2[CH:32]=[CH:31][C:30]([Cl:33])=[CH:29][CH:28]=2)[N:9]2[CH2:12][C:11](=[CH:13][S:14]([CH2:17][C:18]3[CH:19]=[C:20]([CH:24]=[CH:25][CH:26]=3)[C:21](O)=[O:22])(=[O:16])=[O:15])[CH2:10]2)=[CH:4][CH:3]=1.Cl.[CH3:35][O:36][C:37]([CH:39]1[CH2:44][CH2:43][CH:42]([CH2:45]CN)[CH2:41][CH2:40]1)=[O:38].C([N:50](CC)CC)C, predict the reaction product. The product is: [CH3:35][O:36][C:37]([CH:39]1[CH2:40][CH2:41][CH:42]([CH2:45][NH:50][C:21](=[O:22])[C:20]2[CH:24]=[CH:25][CH:26]=[C:18]([CH2:17][S:14]([CH:13]=[C:11]3[CH2:12][N:9]([CH:8]([C:27]4[CH:32]=[CH:31][C:30]([Cl:33])=[CH:29][CH:28]=4)[C:5]4[CH:6]=[CH:7][C:2]([Cl:1])=[CH:3][CH:4]=4)[CH2:10]3)(=[O:16])=[O:15])[CH:19]=2)[CH2:43][CH2:44]1)=[O:38].